Dataset: Catalyst prediction with 721,799 reactions and 888 catalyst types from USPTO. Task: Predict which catalyst facilitates the given reaction. Reactant: [Br:1][C:2]1[CH:7]=[CH:6][C:5]([NH:8][C:9](=[O:11])[CH3:10])=[CH:4][C:3]=1[N+:12]([O-])=O. Product: [NH2:12][C:3]1[CH:4]=[C:5]([NH:8][C:9](=[O:11])[CH3:10])[CH:6]=[CH:7][C:2]=1[Br:1]. The catalyst class is: 19.